The task is: Predict the product of the given reaction.. This data is from Forward reaction prediction with 1.9M reactions from USPTO patents (1976-2016). (1) Given the reactants C(Cl)(=O)C(Cl)=O.CS(C)=O.[CH:11]1([O:16][C:17]2[C:22]([O:23][CH3:24])=[CH:21][N:20]=[C:19]([CH:25]([OH:35])[CH2:26][C:27]3[C:32]([Cl:33])=[CH:31][N:30]=[CH:29][C:28]=3[Cl:34])[CH:18]=2)[CH2:15][CH2:14][CH2:13][CH2:12]1.C(N(CC)CC)C, predict the reaction product. The product is: [CH:11]1([O:16][C:17]2[C:22]([O:23][CH3:24])=[CH:21][N:20]=[C:19]([C:25](=[O:35])[CH2:26][C:27]3[C:28]([Cl:34])=[CH:29][N:30]=[CH:31][C:32]=3[Cl:33])[CH:18]=2)[CH2:12][CH2:13][CH2:14][CH2:15]1. (2) Given the reactants Cl.[NH2:2][C:3]([NH2:5])=[NH:4].C[O-].[Na+].Cl.[Cl:10][C:11]([C:13]1[C:21]2[C:16](=[CH:17][CH:18]=[CH:19][CH:20]=2)[N:15]([C:22]2[N:23]=[CH:24][C:25]3[C:30]([CH:31]=2)=[CH:29][CH:28]=[CH:27][CH:26]=3)[CH:14]=1)=[O:12], predict the reaction product. The product is: [ClH:10].[NH:4]([C:11]([C:13]1[C:21]2[C:16](=[CH:17][CH:18]=[CH:19][CH:20]=2)[N:15]([C:22]2[N:23]=[CH:24][C:25]3[C:30]([CH:31]=2)=[CH:29][CH:28]=[CH:27][CH:26]=3)[CH:14]=1)=[O:12])[C:3]([NH2:5])=[NH:2].